From a dataset of Catalyst prediction with 721,799 reactions and 888 catalyst types from USPTO. Predict which catalyst facilitates the given reaction. (1) Reactant: [CH2:1]([NH:8][CH:9]([C:13]1[CH:18]=[CH:17][CH:16]=[CH:15][CH:14]=1)[C:10]([OH:12])=[O:11])[C:2]1[CH:7]=[CH:6][CH:5]=[CH:4][CH:3]=1.C1CCC(N=C=NC2CCCCC2)CC1.C1C=CC2N(O)N=NC=2C=1.[N:44]12[CH2:51][CH2:50][CH:47]([CH2:48][CH2:49]1)[C@@H:46](O)[CH2:45]2. Product: [CH2:1]([NH:8][CH:9]([C:13]1[CH:18]=[CH:17][CH:16]=[CH:15][CH:14]=1)[C:10]([O:12][C@@H:46]1[CH:47]2[CH2:50][CH2:51][N:44]([CH2:49][CH2:48]2)[CH2:45]1)=[O:11])[C:2]1[CH:3]=[CH:4][CH:5]=[CH:6][CH:7]=1. The catalyst class is: 1. (2) Reactant: [Li]CCCC.[Br:6][C:7]1[CH:12]=[CH:11][C:10]([O:13][CH2:14][C:15]2[CH:20]=[CH:19][CH:18]=[CH:17][CH:16]=2)=[CH:9][C:8]=1[CH2:21][CH2:22][CH3:23].[CH:24](N1CCCCC1)=[O:25].O. Product: [CH2:14]([O:13][C:10]1[CH:11]=[CH:12][C:7]([CH:24]=[O:25])=[C:8]([CH2:21][CH2:22][CH3:23])[CH:9]=1)[C:15]1[CH:20]=[CH:19][CH:18]=[CH:17][CH:16]=1.[Br:6][C:7]1[CH:12]=[CH:11][C:10]([O:13][CH2:14][C:15]2[CH:16]=[CH:17][CH:18]=[CH:19][CH:20]=2)=[CH:9][C:8]=1[CH2:21][CH3:22]. The catalyst class is: 1. (3) Reactant: [CH2:1]([C:4]1[C:8]([CH2:9][CH2:10][CH2:11][OH:12])=[CH:7][N:6]([C:13]2[CH:18]=[CH:17][C:16]([C:19]([F:22])([F:21])[F:20])=[CH:15][N:14]=2)[N:5]=1)[CH2:2][CH3:3].O[C:24]1[CH:29]=[CH:28][C:27]([CH2:30][CH2:31][C:32]([O:34]C)=[O:33])=[C:26]([O:36][CH2:37][CH3:38])[CH:25]=1.C(P(CCCC)CCCC)CCC.N(C(N1CCCCC1)=O)=NC(N1CCCCC1)=O. Product: [CH2:37]([O:36][C:26]1[CH:25]=[C:24]([O:12][CH2:11][CH2:10][CH2:9][C:8]2[C:4]([CH2:1][CH2:2][CH3:3])=[N:5][N:6]([C:13]3[CH:18]=[CH:17][C:16]([C:19]([F:21])([F:20])[F:22])=[CH:15][N:14]=3)[CH:7]=2)[CH:29]=[CH:28][C:27]=1[CH2:30][CH2:31][C:32]([OH:34])=[O:33])[CH3:38]. The catalyst class is: 7. (4) Reactant: C([O:3][C:4](=[O:17])[CH:5]([O:7][C:8]1[CH:13]=[CH:12][C:11]([CH2:14][CH2:15][CH3:16])=[CH:10][CH:9]=1)[CH3:6])C.[OH-].[Na+]. Product: [CH2:14]([C:11]1[CH:12]=[CH:13][C:8]([O:7][CH:5]([CH3:6])[C:4]([OH:17])=[O:3])=[CH:9][CH:10]=1)[CH2:15][CH3:16]. The catalyst class is: 1. (5) Reactant: II.[C:3]([O:7][C:8]([NH:10][CH2:11][CH2:12][CH2:13][N:14]([CH3:50])[CH2:15][CH2:16][CH2:17][NH:18][C:19]1[C:31]2[C:30]3[C:25](=[CH:26][C:27]([C:32]([O:34][CH3:35])=[O:33])=[CH:28][CH:29]=3)[NH:24][C:23]=2[N:22]=[C:21]([CH2:36][C:37]2[CH:42]=[CH:41][CH:40]=[C:39]([C:43]3([C:46]([F:49])([F:48])[F:47])[NH:45][NH:44]3)[CH:38]=2)[N:20]=1)=[O:9])([CH3:6])([CH3:5])[CH3:4].C(N(CC)CC)C. Product: [C:3]([O:7][C:8]([NH:10][CH2:11][CH2:12][CH2:13][N:14]([CH3:50])[CH2:15][CH2:16][CH2:17][NH:18][C:19]1[C:31]2[C:30]3[C:25](=[CH:26][C:27]([C:32]([O:34][CH3:35])=[O:33])=[CH:28][CH:29]=3)[NH:24][C:23]=2[N:22]=[C:21]([CH2:36][C:37]2[CH:42]=[CH:41][CH:40]=[C:39]([C:43]3([C:46]([F:47])([F:48])[F:49])[N:44]=[N:45]3)[CH:38]=2)[N:20]=1)=[O:9])([CH3:6])([CH3:5])[CH3:4]. The catalyst class is: 2. (6) Reactant: Br[C:2]1[C:3](=[O:19])[N:4]([CH2:10][C:11]2[CH:16]=[CH:15][C:14]([O:17][CH3:18])=[CH:13][CH:12]=2)[N:5]=[C:6]([CH2:8][OH:9])[CH:7]=1.[F:20][C:21]1[CH:26]=[CH:25][C:24](B(O)O)=[CH:23][CH:22]=1.C(=O)([O-])[O-].[K+].[K+]. Product: [F:20][C:21]1[CH:26]=[CH:25][C:24]([C:2]2[C:3](=[O:19])[N:4]([CH2:10][C:11]3[CH:16]=[CH:15][C:14]([O:17][CH3:18])=[CH:13][CH:12]=3)[N:5]=[C:6]([CH2:8][OH:9])[CH:7]=2)=[CH:23][CH:22]=1. The catalyst class is: 38. (7) Reactant: [N:1]([C@H:4]([CH2:21][C:22]1[CH:27]=[C:26]([F:28])[C:25]([F:29])=[CH:24][C:23]=1[F:30])[CH2:5][C:6]([N:8]1[CH2:13][CH2:12][N:11]2[C:14]([C:17]([F:20])([F:19])[F:18])=[N:15][N:16]=[C:10]2[CH2:9]1)=[O:7])=[N+]=[N-].[BH4-].[Na+].O. Product: [O:7]=[C:6]([N:8]1[CH2:13][CH2:12][N:11]2[C:14]([C:17]([F:20])([F:19])[F:18])=[N:15][N:16]=[C:10]2[CH2:9]1)[CH2:5][C@H:4]([NH2:1])[CH2:21][C:22]1[CH:27]=[C:26]([F:28])[C:25]([F:29])=[CH:24][C:23]=1[F:30]. The catalyst class is: 43. (8) Reactant: C(OC([NH:11][C@@H:12]1[CH2:17][CH2:16][C:15]([F:19])([F:18])[CH2:14][C@@H:13]1[C:20]([O:22][CH2:23][CH3:24])=[O:21])=O)C1C=CC=CC=1. Product: [NH2:11][C@@H:12]1[CH2:17][CH2:16][C:15]([F:19])([F:18])[CH2:14][C@@H:13]1[C:20]([O:22][CH2:23][CH3:24])=[O:21]. The catalyst class is: 178. (9) Reactant: [H-].[Na+].[C:3]([C:5]1[C:6]([NH:13][C:14](=[O:16])[CH3:15])=[N:7][C:8]([S:11][CH3:12])=[N:9][CH:10]=1)#[N:4].Br[CH2:18][CH2:19][CH2:20][O:21][Si:22]([C:25]([CH3:28])([CH3:27])[CH3:26])([CH3:24])[CH3:23]. Product: [NH2:4][C:3]1[C:5]2[CH:10]=[N:9][C:8]([S:11][CH3:12])=[N:7][C:6]=2[N:13]([CH2:18][CH2:19][CH2:20][O:21][Si:22]([C:25]([CH3:26])([CH3:28])[CH3:27])([CH3:23])[CH3:24])[C:14](=[O:16])[CH:15]=1.[C:25]([Si:22]([CH3:24])([CH3:23])[O:21][CH2:20][CH2:19][CH2:18][N:13]([C:6]1[C:5]([C:3]#[N:4])=[CH:10][N:9]=[C:8]([S:11][CH3:12])[N:7]=1)[C:14](=[O:16])[CH3:15])([CH3:28])([CH3:27])[CH3:26]. The catalyst class is: 16. (10) Reactant: [F-:1].[K+].[N+]([C:6]1[CH:25]=[C:24]([N+:26]([O-:28])=[O:27])[CH:23]=[CH:22][C:7]=1[C:8]([NH:10][CH2:11][C:12]([O:14][CH2:15][C:16]1[CH:21]=[CH:20][CH:19]=[CH:18][CH:17]=1)=[O:13])=[O:9])([O-])=O.C1OCCOCCOCCOCCOCCOC1. Product: [F:1][C:6]1[CH:25]=[C:24]([N+:26]([O-:28])=[O:27])[CH:23]=[CH:22][C:7]=1[C:8]([NH:10][CH2:11][C:12]([O:14][CH2:15][C:16]1[CH:21]=[CH:20][CH:19]=[CH:18][CH:17]=1)=[O:13])=[O:9]. The catalyst class is: 16.